This data is from Full USPTO retrosynthesis dataset with 1.9M reactions from patents (1976-2016). The task is: Predict the reactants needed to synthesize the given product. (1) Given the product [NH2:1][C:2]1[N:6]([CH3:7])[C:5](=[O:8])[C:4]([C:16]2[CH:21]=[CH:20][C:19]([F:22])=[C:18]([C:29]3[S:33][CH:32]=[N:31][CH:30]=3)[CH:17]=2)([C:9]2[CH:14]=[CH:13][C:12]([OH:15])=[CH:11][CH:10]=2)[N:3]=1, predict the reactants needed to synthesize it. The reactants are: [NH2:1][C:2]1[N:6]([CH3:7])[C:5](=[O:8])[C:4]([C:16]2[CH:21]=[CH:20][C:19]([F:22])=[C:18](Br)[CH:17]=2)([C:9]2[CH:14]=[CH:13][C:12]([OH:15])=[CH:11][CH:10]=2)[N:3]=1.C([Sn](CCCC)(CCCC)[C:29]1[S:33][CH:32]=[N:31][CH:30]=1)CCC. (2) Given the product [CH3:1][O:2][C:3]1[CH:4]=[C:5]([CH:16]=[CH:17][CH:18]=1)[CH2:6][NH:7][C:8]([C:10]1[CH:14]=[C:13]([C:27]2[C:35]3[C:30](=[N:31][CH:32]=[CH:33][CH:34]=3)[N:29]([S:36]([C:39]3[CH:45]=[CH:44][C:42]([CH3:43])=[CH:41][CH:40]=3)(=[O:38])=[O:37])[CH:28]=2)[S:12][CH:11]=1)=[O:9], predict the reactants needed to synthesize it. The reactants are: [CH3:1][O:2][C:3]1[CH:4]=[C:5]([CH:16]=[CH:17][CH:18]=1)[CH2:6][NH:7][C:8]([C:10]1[CH:14]=[C:13](Br)[S:12][CH:11]=1)=[O:9].CC1(C)C(C)(C)OB([C:27]2[C:35]3[C:30](=[N:31][CH:32]=[CH:33][CH:34]=3)[N:29]([S:36]([C:39]3[CH:45]=[CH:44][C:42]([CH3:43])=[CH:41][CH:40]=3)(=[O:38])=[O:37])[CH:28]=2)O1.C(=O)([O-])[O-].[K+].[K+]. (3) Given the product [CH3:26][S:27]([C:30]1[CH:31]=[C:32]([N:36]2[C:5]([C:7]3[C:12](=[O:13])[CH:11]=[CH:10][N:9]([C:14]4[CH:19]=[CH:18][C:17]([O:20][C:21]([F:23])([F:24])[F:22])=[CH:16][CH:15]=4)[N:8]=3)=[CH:4][CH:3]=[N:2]2)[CH:33]=[CH:34][CH:35]=1)(=[O:28])=[O:29], predict the reactants needed to synthesize it. The reactants are: C[N:2](C)/[CH:3]=[CH:4]/[C:5]([C:7]1[C:12](=[O:13])[CH:11]=[CH:10][N:9]([C:14]2[CH:19]=[CH:18][C:17]([O:20][C:21]([F:24])([F:23])[F:22])=[CH:16][CH:15]=2)[N:8]=1)=O.[CH3:26][S:27]([C:30]1[CH:31]=[C:32]([NH:36]N)[CH:33]=[CH:34][CH:35]=1)(=[O:29])=[O:28].